This data is from Full USPTO retrosynthesis dataset with 1.9M reactions from patents (1976-2016). The task is: Predict the reactants needed to synthesize the given product. (1) Given the product [CH:14]([C:2]1[N:6]2[CH2:7][CH2:8][CH2:9][CH2:10][C:5]2=[N:4][CH:3]=1)=[O:15], predict the reactants needed to synthesize it. The reactants are: Br[C:2]1[N:6]2[CH2:7][CH2:8][CH2:9][CH2:10][C:5]2=[N:4][CH:3]=1.CN([CH:14]=[O:15])C.O. (2) Given the product [F:1][C:2]1[C:36]([C:37]([F:39])([F:38])[F:40])=[CH:35][CH:34]=[CH:33][C:3]=1[C:4]([N:6]1[CH2:11][CH2:10][N:9]([CH2:12][C:13]2[N:18]=[C:17]([NH:19][C:20]3[CH:24]=[CH:23][NH:22][N:21]=3)[CH:16]=[N:15][CH:14]=2)[CH2:8][CH2:7]1)=[O:5], predict the reactants needed to synthesize it. The reactants are: [F:1][C:2]1[C:36]([C:37]([F:40])([F:39])[F:38])=[CH:35][CH:34]=[CH:33][C:3]=1[C:4]([N:6]1[CH2:11][CH2:10][N:9]([CH2:12][C:13]2[N:18]=[C:17]([NH:19][C:20]3[CH:24]=[CH:23][N:22](COCC[Si](C)(C)C)[N:21]=3)[CH:16]=[N:15][CH:14]=2)[CH2:8][CH2:7]1)=[O:5].O. (3) The reactants are: [Cl:1][C:2]1[CH:3]=[C:4]([CH:23]=[CH:24][C:25]=1[F:26])[CH2:5][N:6]1[CH2:15][CH2:14][C:13]2[C:12]([C:16]([O:18][CH3:19])=[O:17])=[N:11][C:10]([OH:20])=[C:9]([OH:21])[C:8]=2[C:7]1=[O:22].[CH3:27][O-].C[O-].[Mg+2].IC. Given the product [Cl:1][C:2]1[CH:3]=[C:4]([CH:23]=[CH:24][C:25]=1[F:26])[CH2:5][N:6]1[CH2:15][CH2:14][C:13]2[C:8](=[C:9]([OH:21])[C:10](=[O:20])[N:11]([CH3:27])[C:12]=2[C:16]([O:18][CH3:19])=[O:17])[C:7]1=[O:22], predict the reactants needed to synthesize it. (4) Given the product [OH:13][CH2:12][C:8]1[CH:7]=[C:6]([CH:11]=[CH:10][CH:9]=1)[O:5][CH2:4][CH:2]([OH:1])[CH2:3][NH:30][CH:27]1[CH2:26][CH2:25][N:24]([C:22]2[C:23]3[C:15]([CH3:14])=[CH:16][S:17][C:18]=3[N:19]=[CH:20][N:21]=2)[CH2:29][CH2:28]1, predict the reactants needed to synthesize it. The reactants are: [O:1]1[CH2:3][CH:2]1[CH2:4][O:5][C:6]1[CH:7]=[C:8]([CH2:12][OH:13])[CH:9]=[CH:10][CH:11]=1.[CH3:14][C:15]1[C:23]2[C:22]([N:24]3[CH2:29][CH2:28][CH:27]([NH2:30])[CH2:26][CH2:25]3)=[N:21][CH:20]=[N:19][C:18]=2[S:17][CH:16]=1. (5) Given the product [ClH:19].[CH2:20]([N:27]1[CH2:32][CH2:31][CH:30]([NH:33][S:16]([C:14]2[O:15][C:11]([C:5]3[CH:4]=[C:3]([CH2:1][CH3:2])[C:8](=[O:9])[NH:7][C:6]=3[CH3:10])=[CH:12][CH:13]=2)(=[O:18])=[O:17])[CH2:29][CH2:28]1)[C:21]1[CH:22]=[CH:23][CH:24]=[CH:25][CH:26]=1, predict the reactants needed to synthesize it. The reactants are: [CH2:1]([C:3]1[C:8](=[O:9])[NH:7][C:6]([CH3:10])=[C:5]([C:11]2[O:15][C:14]([S:16]([Cl:19])(=[O:18])=[O:17])=[CH:13][CH:12]=2)[CH:4]=1)[CH3:2].[CH2:20]([N:27]1[CH2:32][CH2:31][CH:30]([NH2:33])[CH2:29][CH2:28]1)[C:21]1[CH:26]=[CH:25][CH:24]=[CH:23][CH:22]=1. (6) Given the product [Cl:1][C:2]1[CH:10]=[CH:9][CH:8]=[C:7]2[C:3]=1[C:4]([C:17]([NH:19][CH2:20][CH:21]1[CH2:26][CH2:25][C:24]([F:28])([F:27])[CH2:23][CH2:22]1)=[O:18])=[CH:5][N:6]2[CH2:11][CH:12]1[CH2:16][CH2:15][CH2:14][N:13]1[CH:32]1[CH2:34][CH2:33]1, predict the reactants needed to synthesize it. The reactants are: [Cl:1][C:2]1[CH:10]=[CH:9][CH:8]=[C:7]2[C:3]=1[C:4]([C:17]([NH:19][CH2:20][CH:21]1[CH2:26][CH2:25][C:24]([F:28])([F:27])[CH2:23][CH2:22]1)=[O:18])=[CH:5][N:6]2[CH2:11][CH:12]1[CH2:16][CH2:15][CH2:14][NH:13]1.C(O[C:32]1(O[Si](C)(C)C)[CH2:34][CH2:33]1)C.[BH3-]C#N.[Na+].CC(O)=O.C([O-])(O)=O.[Na+].